This data is from Reaction yield outcomes from USPTO patents with 853,638 reactions. The task is: Predict the reaction yield, written as a fraction of the theoretical maximum amount of product (1.0 means a 100% yield; for example, 0.34 means a 34% yield). (1) The reactants are [CH2:1]([N:5]1[C:13]2[N:12]=[C:11]([Cl:14])[NH:10][C:9]=2[C:8](=[O:15])[N:7]([CH2:16][CH2:17][CH2:18][CH2:19][C:20]#[N:21])[C:6]1=[O:22])[CH2:2][CH2:3][CH3:4].[NH2:23][OH:24]. The catalyst is CCO. The product is [CH2:1]([N:5]1[C:13]2[N:12]=[C:11]([Cl:14])[NH:10][C:9]=2[C:8](=[O:15])[N:7]([CH2:16][CH2:17][CH2:18][CH2:19][C:20](=[NH:21])[NH:23][OH:24])[C:6]1=[O:22])[CH2:2][CH2:3][CH3:4]. The yield is 0.470. (2) The reactants are C[O:2][C:3]1[C:11]([O:12]C)=[C:10]([O:14][CH3:15])[CH:9]=[CH:8][C:4]=1[C:5]([OH:7])=[O:6].I.[OH-].[Na+]. The catalyst is C(O)(=O)C. The product is [OH:2][C:3]1[C:11]([OH:12])=[C:10]([O:14][CH3:15])[CH:9]=[CH:8][C:4]=1[C:5]([OH:7])=[O:6]. The yield is 0.730.